Dataset: Catalyst prediction with 721,799 reactions and 888 catalyst types from USPTO. Task: Predict which catalyst facilitates the given reaction. The catalyst class is: 4. Reactant: [NH2:1][C:2]1[N:7]=[CH:6][C:5]([N:8]2[CH2:13][CH2:12][N:11]([C:14]([C:16]3[CH:21]=[CH:20][CH:19]=[CH:18][C:17]=3[C:22]([F:25])([F:24])[F:23])=[O:15])[CH2:10][CH2:9]2)=[CH:4][CH:3]=1.[CH2:26]([N:33]=[C:34]=[O:35])[C:27]1[CH:32]=[CH:31][CH:30]=[CH:29][CH:28]=1. Product: [CH2:26]([NH:33][C:34]([NH:1][C:2]1[CH:3]=[CH:4][C:5]([N:8]2[CH2:9][CH2:10][N:11]([C:14](=[O:15])[C:16]3[CH:21]=[CH:20][CH:19]=[CH:18][C:17]=3[C:22]([F:25])([F:24])[F:23])[CH2:12][CH2:13]2)=[CH:6][N:7]=1)=[O:35])[C:27]1[CH:32]=[CH:31][CH:30]=[CH:29][CH:28]=1.